Task: Predict the product of the given reaction.. Dataset: Forward reaction prediction with 1.9M reactions from USPTO patents (1976-2016) (1) Given the reactants [NH2:1][C:2]1[C:11]2[N:12]=[C:13]3[N:17](C(OC(C)(C)C)=O)[CH2:16][C@H:15]([CH3:25])[N:14]3[C:10]=2[C:9]2[C:4](=[CH:5][CH:6]=[CH:7][CH:8]=2)[N:3]=1.Cl.CCO, predict the reaction product. The product is: [CH3:25][C@@H:15]1[N:14]2[C:10]3[C:9]4[C:4](=[CH:5][CH:6]=[CH:7][CH:8]=4)[N:3]=[C:2]([NH2:1])[C:11]=3[N:12]=[C:13]2[NH:17][CH2:16]1. (2) Given the reactants [Cl:1][C:2]1[C:7]([C:8]([O:10][CH2:11][CH3:12])=[O:9])=[CH:6][N:5]=[C:4](Cl)[CH:3]=1.[F:14][C:15]1[CH:16]=[C:17]([Mg]Br)[CH:18]=[CH:19][CH:20]=1, predict the reaction product. The product is: [Cl:1][C:2]1[C:7]([C:8]([O:10][CH2:11][CH3:12])=[O:9])=[CH:6][N:5]=[C:4]([C:19]2[CH:18]=[CH:17][CH:16]=[C:15]([F:14])[CH:20]=2)[CH:3]=1. (3) Given the reactants [C:1]([O:5][C:6](=[O:39])[N:7]([CH:9]([C:11](=[O:38])[NH:12][CH:13]([C:18]([N:20]1[CH2:24][CH2:23][CH:22]2[NH:25][CH2:26][CH:27]([CH2:28][O:29][C:30]3[CH:35]=[CH:34][C:33]([F:36])=[C:32]([F:37])[CH:31]=3)[CH:21]12)=[O:19])[C:14]([CH3:17])([CH3:16])[CH3:15])[CH3:10])[CH3:8])([CH3:4])([CH3:3])[CH3:2].[C:40](OC(=O)C)(=[O:42])[CH3:41], predict the reaction product. The product is: [C:1]([O:5][C:6](=[O:39])[N:7]([CH:9]([C:11](=[O:38])[NH:12][CH:13]([C:18]([N:20]1[CH2:24][CH2:23][CH:22]2[N:25]([C:40](=[O:42])[CH3:41])[CH2:26][CH:27]([CH2:28][O:29][C:30]3[CH:35]=[CH:34][C:33]([F:36])=[C:32]([F:37])[CH:31]=3)[CH:21]12)=[O:19])[C:14]([CH3:16])([CH3:17])[CH3:15])[CH3:10])[CH3:8])([CH3:2])([CH3:3])[CH3:4]. (4) Given the reactants [CH2:1]1[CH:8]2[C:4]3([C:10]([OH:12])=O)[CH2:5][CH:6]([CH2:9][CH:2]1[CH2:3]3)[CH2:7]2.C(Cl)(=O)C([Cl:16])=O, predict the reaction product. The product is: [CH2:1]1[CH:8]2[C:4]3([C:10]([Cl:16])=[O:12])[CH2:5][CH:6]([CH2:9][CH:2]1[CH2:3]3)[CH2:7]2. (5) Given the reactants [Br:1][C:2]1[N:7]=[C:6]([C:8](=[O:11])[NH:9][CH3:10])[C:5]([NH:12][C:13]2[C:18]([C:19]([F:22])([F:21])[F:20])=[CH:17][N:16]=[C:15]([NH:23][C:24]3[CH:36]=[CH:35][C:27]([CH2:28][CH2:29][CH:30]([PH:32](=[O:34])[OH:33])[CH3:31])=[CH:26][C:25]=3[O:37][CH3:38])[N:14]=2)=[CH:4][CH:3]=1.[CH3:39][C:40]1([CH3:56])[C:44]([CH3:46])([CH3:45])[O:43][B:42]([C:47]2[CH:48]=[N:49][N:50]([CH2:52][CH2:53][CH2:54]O)[CH:51]=2)[O:41]1.CCN(C(C)C)C(C)C.F[P-](F)(F)(F)(F)F.N1(O[P+](N2CCCC2)(N2CCCC2)N2CCCC2)C2C=CC=CC=2N=N1, predict the reaction product. The product is: [Br:1][C:2]1[N:7]=[C:6]([C:8](=[O:11])[NH:9][CH3:10])[C:5]([NH:12][C:13]2[C:18]([C:19]([F:22])([F:20])[F:21])=[CH:17][N:16]=[C:15]([NH:23][C:24]3[CH:36]=[CH:35][C:27]([CH2:28][CH2:29][CH:30]([PH:32](=[O:33])[O:34][CH2:54][CH2:53][CH2:52][N:50]4[CH:51]=[C:47]([B:42]5[O:43][C:44]([CH3:46])([CH3:45])[C:40]([CH3:39])([CH3:56])[O:41]5)[CH:48]=[N:49]4)[CH3:31])=[CH:26][C:25]=3[O:37][CH3:38])[N:14]=2)=[CH:4][CH:3]=1.